This data is from NCI-60 drug combinations with 297,098 pairs across 59 cell lines. The task is: Regression. Given two drug SMILES strings and cell line genomic features, predict the synergy score measuring deviation from expected non-interaction effect. (1) Drug 1: CC12CCC3C(C1CCC2O)C(CC4=C3C=CC(=C4)O)CCCCCCCCCS(=O)CCCC(C(F)(F)F)(F)F. Drug 2: CN(C(=O)NC(C=O)C(C(C(CO)O)O)O)N=O. Cell line: MALME-3M. Synergy scores: CSS=-2.14, Synergy_ZIP=0.969, Synergy_Bliss=0.483, Synergy_Loewe=-1.26, Synergy_HSA=-1.04. (2) Drug 1: C1CC(C1)(C(=O)O)C(=O)O.[NH2-].[NH2-].[Pt+2]. Drug 2: CCC1(CC2CC(C3=C(CCN(C2)C1)C4=CC=CC=C4N3)(C5=C(C=C6C(=C5)C78CCN9C7C(C=CC9)(C(C(C8N6C)(C(=O)OC)O)OC(=O)C)CC)OC)C(=O)OC)O.OS(=O)(=O)O. Cell line: TK-10. Synergy scores: CSS=4.98, Synergy_ZIP=-0.00732, Synergy_Bliss=0.746, Synergy_Loewe=-2.91, Synergy_HSA=-1.60. (3) Drug 1: CC1=C2C(C(=O)C3(C(CC4C(C3C(C(C2(C)C)(CC1OC(=O)C(C(C5=CC=CC=C5)NC(=O)OC(C)(C)C)O)O)OC(=O)C6=CC=CC=C6)(CO4)OC(=O)C)O)C)O. Drug 2: C1=NC(=NC(=O)N1C2C(C(C(O2)CO)O)O)N. Cell line: SF-268. Synergy scores: CSS=10.5, Synergy_ZIP=-1.83, Synergy_Bliss=-1.63, Synergy_Loewe=-2.29, Synergy_HSA=-2.46. (4) Drug 1: C1CCC(CC1)NC(=O)N(CCCl)N=O. Drug 2: CNC(=O)C1=NC=CC(=C1)OC2=CC=C(C=C2)NC(=O)NC3=CC(=C(C=C3)Cl)C(F)(F)F. Cell line: A498. Synergy scores: CSS=26.3, Synergy_ZIP=-6.36, Synergy_Bliss=-0.800, Synergy_Loewe=-7.08, Synergy_HSA=-1.11. (5) Drug 1: C1=CC=C(C=C1)NC(=O)CCCCCCC(=O)NO. Drug 2: CS(=O)(=O)OCCCCOS(=O)(=O)C. Cell line: UACC-257. Synergy scores: CSS=31.5, Synergy_ZIP=-9.41, Synergy_Bliss=-1.66, Synergy_Loewe=-44.3, Synergy_HSA=-0.0868. (6) Drug 1: C1CN1C2=NC(=NC(=N2)N3CC3)N4CC4. Drug 2: CC1=C(C(=O)C2=C(C1=O)N3CC4C(C3(C2COC(=O)N)OC)N4)N. Cell line: HCC-2998. Synergy scores: CSS=37.9, Synergy_ZIP=-12.4, Synergy_Bliss=-14.7, Synergy_Loewe=-4.97, Synergy_HSA=-1.28.